Dataset: Forward reaction prediction with 1.9M reactions from USPTO patents (1976-2016). Task: Predict the product of the given reaction. (1) Given the reactants [C:1]1([OH:11])[C:10]2[C:5](=[CH:6][CH:7]=[CH:8][CH:9]=2)[CH:4]=[CH:3][CH:2]=1.[OH-].[Na+].O.Cl[CH2:16][CH2:17][OH:18], predict the reaction product. The product is: [C:1]1([O:11][CH2:16][CH2:17][OH:18])[C:10]2[C:5](=[CH:6][CH:7]=[CH:8][CH:9]=2)[CH:4]=[CH:3][CH:2]=1. (2) Given the reactants [CH3:1][C@@H:2]1[CH2:6][S:5](=[O:8])(=[O:7])[NH:4][CH2:3]1.Br[C:10]1[CH:15]=[CH:14][C:13]([C:16]([N:18]2[CH2:23][CH2:22][N:21]([C:24]3[C:29]([CH:30]4[CH2:32][CH2:31]4)=[CH:28][C:27]([C:33]([F:36])([F:35])[F:34])=[CH:26][N:25]=3)[CH2:20][CH2:19]2)=[O:17])=[C:12]([F:37])[CH:11]=1, predict the reaction product. The product is: [CH:30]1([C:29]2[C:24]([N:21]3[CH2:20][CH2:19][N:18]([C:16]([C:13]4[CH:14]=[CH:15][C:10]([N:4]5[CH2:3][C@H:2]([CH3:1])[CH2:6][S:5]5(=[O:8])=[O:7])=[CH:11][C:12]=4[F:37])=[O:17])[CH2:23][CH2:22]3)=[N:25][CH:26]=[C:27]([C:33]([F:35])([F:36])[F:34])[CH:28]=2)[CH2:32][CH2:31]1. (3) Given the reactants [OH:1][CH2:2][CH2:3][CH2:4][C:5]1[CH:14]=[C:13]2[C:8]([CH:9]=[C:10]([C:16]3[CH:21]=[CH:20][C:19]([O:22]C)=[CH:18][CH:17]=3)[C:11](=[O:15])[O:12]2)=[CH:7][CH:6]=1.B(Br)(Br)Br, predict the reaction product. The product is: [OH:22][C:19]1[CH:18]=[CH:17][C:16]([C:10]2[C:11](=[O:15])[O:12][C:13]3[C:8]([CH:9]=2)=[CH:7][CH:6]=[C:5]([CH2:4][CH2:3][CH2:2][OH:1])[CH:14]=3)=[CH:21][CH:20]=1. (4) Given the reactants [F:1][C:2]1[CH:7]=[C:6]([F:8])[CH:5]=[CH:4][C:3]=1[C:9]#[CH:10].[Cl:11][C:12]1[CH:19]=[CH:18][C:15]([CH2:16][SH:17])=[CH:14][CH:13]=1.[Na], predict the reaction product. The product is: [F:1][C:2]1[CH:7]=[C:6]([F:8])[CH:5]=[CH:4][C:3]=1/[CH:9]=[CH:10]\[CH:16]([S:17][CH:16](/[CH:10]=[CH:9]\[C:3]1[CH:4]=[CH:5][C:6]([F:8])=[CH:7][C:2]=1[F:1])[C:15]1[CH:18]=[CH:19][C:12]([Cl:11])=[CH:13][CH:14]=1)[C:15]1[CH:18]=[CH:19][C:12]([Cl:11])=[CH:13][CH:14]=1. (5) Given the reactants [CH2:1]([N:8]([CH2:17][C:18]1[CH:23]=[CH:22][CH:21]=[CH:20][CH:19]=1)[CH:9]1[CH2:14][CH2:13][CH:12]([NH:15][CH3:16])[CH2:11][CH2:10]1)[C:2]1[CH:7]=[CH:6][CH:5]=[CH:4][CH:3]=1.[CH3:24][S:25](Cl)(=[O:27])=[O:26], predict the reaction product. The product is: [CH2:17]([N:8]([CH2:1][C:2]1[CH:3]=[CH:4][CH:5]=[CH:6][CH:7]=1)[CH:9]1[CH2:14][CH2:13][CH:12]([N:15]([CH3:16])[S:25]([CH3:24])(=[O:27])=[O:26])[CH2:11][CH2:10]1)[C:18]1[CH:23]=[CH:22][CH:21]=[CH:20][CH:19]=1. (6) Given the reactants [NH2:1][C:2]1([C:9]2[CH:17]=[CH:16][C:12]3[O:13][CH2:14][O:15][C:11]=3[CH:10]=2)[CH2:7][CH2:6][C:5](=O)[CH2:4][CH2:3]1.[NH:18]1[CH2:21][CH:20]([NH:22][C:23]([CH2:25][NH:26][C:27](=[O:38])[C:28]2[CH:33]=[CH:32][CH:31]=[C:30]([C:34]([F:37])([F:36])[F:35])[CH:29]=2)=[O:24])[CH2:19]1, predict the reaction product. The product is: [NH2:1][C:2]1([C:9]2[CH:17]=[CH:16][C:12]3[O:13][CH2:14][O:15][C:11]=3[CH:10]=2)[CH2:7][CH2:6][CH:5]([N:18]2[CH2:21][CH:20]([NH:22][C:23]([CH2:25][NH:26][C:27](=[O:38])[C:28]3[CH:33]=[CH:32][CH:31]=[C:30]([C:34]([F:37])([F:35])[F:36])[CH:29]=3)=[O:24])[CH2:19]2)[CH2:4][CH2:3]1.